From a dataset of Reaction yield outcomes from USPTO patents with 853,638 reactions. Predict the reaction yield, written as a fraction of the theoretical maximum amount of product (1.0 means a 100% yield; for example, 0.34 means a 34% yield). The reactants are [ClH:1].[C:2]([C:6]1[CH:7]=[C:8]2[C:12](=[CH:13][CH:14]=1)[C@H:11]([NH:15][C:16]([NH:18][C:19]1[CH:27]=[CH:26][CH:25]=[C:24]3[C:20]=1[CH:21]=[N:22][NH:23]3)=[O:17])[CH2:10][CH2:9]2)([CH3:5])([CH3:4])[CH3:3]. The catalyst is C1COCC1. The product is [ClH:1].[C:2]([C:6]1[CH:7]=[C:8]2[C:12](=[CH:13][CH:14]=1)[C@H:11]([NH:15][C:16]([NH:18][C:19]1[CH:27]=[CH:26][CH:25]=[C:24]3[C:20]=1[CH:21]=[N:22][NH:23]3)=[O:17])[CH2:10][CH2:9]2)([CH3:5])([CH3:3])[CH3:4]. The yield is 0.400.